Dataset: NCI-60 drug combinations with 297,098 pairs across 59 cell lines. Task: Regression. Given two drug SMILES strings and cell line genomic features, predict the synergy score measuring deviation from expected non-interaction effect. Drug 1: C1=CC(=CC=C1C#N)C(C2=CC=C(C=C2)C#N)N3C=NC=N3. Drug 2: CNC(=O)C1=NC=CC(=C1)OC2=CC=C(C=C2)NC(=O)NC3=CC(=C(C=C3)Cl)C(F)(F)F. Cell line: TK-10. Synergy scores: CSS=-1.91, Synergy_ZIP=4.38, Synergy_Bliss=4.10, Synergy_Loewe=0.613, Synergy_HSA=-0.603.